Dataset: Full USPTO retrosynthesis dataset with 1.9M reactions from patents (1976-2016). Task: Predict the reactants needed to synthesize the given product. (1) Given the product [CH3:32][C:22]1[CH:23]=[CH:24][C:25]([C:27]2[O:28][CH:29]=[CH:30][N:31]=2)=[CH:26][C:21]=1[C:18]1[CH:17]=[CH:16][C:15]([NH:14][C:13](=[O:33])[CH:8]([NH2:7])[CH2:9][CH:10]([CH3:12])[CH3:11])=[CH:20][CH:19]=1, predict the reactants needed to synthesize it. The reactants are: C(OC(=O)[NH:7][CH:8]([C:13](=[O:33])[NH:14][C:15]1[CH:20]=[CH:19][C:18]([C:21]2[CH:26]=[C:25]([C:27]3[O:28][CH:29]=[CH:30][N:31]=3)[CH:24]=[CH:23][C:22]=2[CH3:32])=[CH:17][CH:16]=1)[CH2:9][CH:10]([CH3:12])[CH3:11])(C)(C)C.FC(F)(F)C(O)=O.C(Cl)Cl.CO. (2) Given the product [CH:12]1([C:15]2[NH:19][N:18]=[C:17]([NH:20][C:21]3[C:22]4[CH2:37][CH2:36][CH2:35][C:23]=4[N:24]=[C:25]([N:27]4[CH2:32][C@@H:31]([OH:30])[CH2:33][C@H:28]4[C:29]([NH:6][C:2]4[S:1][CH:5]=[CH:4][N:3]=4)=[O:34])[N:26]=3)[CH:16]=2)[CH2:14][CH2:13]1, predict the reactants needed to synthesize it. The reactants are: [S:1]1[CH:5]=[CH:4][N:3]=[C:2]1[NH2:6].C([Mg]Cl)(C)C.[CH:12]1([C:15]2[NH:19][N:18]=[C:17]([NH:20][C:21]3[C:22]4[CH2:37][CH2:36][CH2:35][C:23]=4[N:24]=[C:25]([N:27]4[CH2:32][C@@H:31]5[CH2:33][C@H:28]4[C:29](=[O:34])[O:30]5)[N:26]=3)[CH:16]=2)[CH2:14][CH2:13]1. (3) Given the product [F:11][C:10]1[C:2]([NH:16][C:15]2[CH:17]=[CH:18][C:19]([C:21]#[C:22][CH2:23][O:24][CH:25]3[CH2:30][CH2:29][CH2:28][CH2:27][O:26]3)=[CH:20][C:14]=2[F:13])=[C:3]([CH:7]=[CH:8][C:9]=1[F:12])[C:4]([OH:6])=[O:5], predict the reactants needed to synthesize it. The reactants are: F[C:2]1[C:10]([F:11])=[C:9]([F:12])[CH:8]=[CH:7][C:3]=1[C:4]([OH:6])=[O:5].[F:13][C:14]1[CH:20]=[C:19]([C:21]#[C:22][CH2:23][O:24][CH:25]2[CH2:30][CH2:29][CH2:28][CH2:27][O:26]2)[CH:18]=[CH:17][C:15]=1[NH2:16].[Li+].C[Si]([N-][Si](C)(C)C)(C)C. (4) Given the product [CH:19]1([CH2:22][N:23]2[C:31]3[N:30]=[C:29]([CH2:32][C:33]4[CH:34]=[CH:35][C:36]([N:39]([CH3:40])[C:4](=[O:6])[C:3]5[CH:7]=[CH:8][CH:9]=[N:10][C:2]=5[CH3:1])=[CH:37][CH:38]=4)[NH:28][C:27]=3[C:26](=[O:41])[N:25]([CH2:42][C:43]3[CH:48]=[CH:47][CH:46]=[CH:45][C:44]=3[F:49])[C:24]2=[O:50])[CH2:21][CH2:20]1, predict the reactants needed to synthesize it. The reactants are: [CH3:1][C:2]1[N:10]=[CH:9][CH:8]=[CH:7][C:3]=1[C:4]([OH:6])=O.BrN1C(=O)CCC1=O.[CH:19]1([CH2:22][N:23]2[C:31]3[N:30]=[C:29]([CH2:32][C:33]4[CH:38]=[CH:37][C:36]([NH:39][CH3:40])=[CH:35][CH:34]=4)[NH:28][C:27]=3[C:26](=[O:41])[N:25]([CH2:42][C:43]3[CH:48]=[CH:47][CH:46]=[CH:45][C:44]=3[F:49])[C:24]2=[O:50])[CH2:21][CH2:20]1.C(N(CC)CC)C. (5) Given the product [CH3:16][O:15][N:13]([CH3:14])[C:12]([C@@H:10]1[CH2:11][C@H:8]([CH2:7][C:6]([OH:18])=[O:5])[CH2:9]1)=[O:17], predict the reactants needed to synthesize it. The reactants are: C([O:5][C:6](=[O:18])[CH2:7][C@H:8]1[CH2:11][C@@H:10]([C:12](=[O:17])[N:13]([O:15][CH3:16])[CH3:14])[CH2:9]1)(C)(C)C.FC(F)(F)C(O)=O. (6) Given the product [CH3:1][O:2][C:3]1[CH:4]=[C:5]2[C:9](=[CH:10][C:11]=1[O:12][CH3:13])[NH:8][C:7]([CH:14]=[O:15])=[C:6]2[C:16]1[CH:17]=[CH:18][C:19]([O:22][CH3:23])=[CH:20][CH:21]=1, predict the reactants needed to synthesize it. The reactants are: [CH3:1][O:2][C:3]1[CH:4]=[C:5]2[C:9](=[CH:10][C:11]=1[O:12][CH3:13])[NH:8][C:7]([CH2:14][OH:15])=[C:6]2[C:16]1[CH:21]=[CH:20][C:19]([O:22][CH3:23])=[CH:18][CH:17]=1. (7) Given the product [CH3:12][O:11][C:5]1[C:6]2[O:7][CH:8]=[CH:9][C:10]=2[C:2]([O:1][CH2:14][C:15]([O:17][CH2:18][CH3:19])=[O:16])=[CH:3][CH:4]=1, predict the reactants needed to synthesize it. The reactants are: [OH:1][C:2]1[C:10]2[CH:9]=[CH:8][O:7][C:6]=2[C:5]([O:11][CH3:12])=[CH:4][CH:3]=1.Br[CH2:14][C:15]([O:17][CH2:18][CH3:19])=[O:16].C(=O)([O-])[O-].[K+].[K+].